From a dataset of Reaction yield outcomes from USPTO patents with 853,638 reactions. Predict the reaction yield, written as a fraction of the theoretical maximum amount of product (1.0 means a 100% yield; for example, 0.34 means a 34% yield). (1) The reactants are Cl[C:2]1[C:3]([N:10]2[CH2:14][CH2:13][CH2:12][CH2:11]2)=[C:4]([CH:7]=[CH:8][N:9]=1)[C:5]#[N:6].[C:15]1(B(O)O)[CH:20]=[CH:19][CH:18]=[CH:17][CH:16]=1. No catalyst specified. The product is [C:15]1([C:2]2[C:3]([N:10]3[CH2:14][CH2:13][CH2:12][CH2:11]3)=[C:4]([CH:7]=[CH:8][N:9]=2)[C:5]#[N:6])[CH:20]=[CH:19][CH:18]=[CH:17][CH:16]=1. The yield is 0.660. (2) The reactants are Br[C:2]1[CH:3]=[C:4]([S:8]([C:11]2[S:15][C:14]([CH2:16][N:17]([CH3:25])[C:18](=[O:24])[O:19][C:20]([CH3:23])([CH3:22])[CH3:21])=[N:13][C:12]=2[C:26]2[CH:31]=[CH:30][CH:29]=[CH:28][C:27]=2[F:32])(=[O:10])=[O:9])[CH:5]=[CH:6][CH:7]=1.[NH:33]1[CH2:37][CH2:36][CH2:35][C:34]1=[O:38].C(=O)([O-])[O-].[Cs+].[Cs+].O. The catalyst is C1(C)C=CC=CC=1.C1C=CC(/C=C/C(/C=C/C2C=CC=CC=2)=O)=CC=1.C1C=CC(/C=C/C(/C=C/C2C=CC=CC=2)=O)=CC=1.C1C=CC(/C=C/C(/C=C/C2C=CC=CC=2)=O)=CC=1.[Pd].[Pd]. The product is [F:32][C:27]1[CH:28]=[CH:29][CH:30]=[CH:31][C:26]=1[C:12]1[N:13]=[C:14]([CH2:16][N:17]([CH3:25])[C:18](=[O:24])[O:19][C:20]([CH3:23])([CH3:22])[CH3:21])[S:15][C:11]=1[S:8]([C:4]1[CH:5]=[CH:6][CH:7]=[C:2]([N:33]2[CH2:37][CH2:36][CH2:35][C:34]2=[O:38])[CH:3]=1)(=[O:10])=[O:9]. The yield is 0.670. (3) The reactants are [NH2:1][CH2:2][C@H:3]1[CH2:8][CH2:7][C@H:6]([C:9]([OH:11])=[O:10])[CH2:5][CH2:4]1.[C:12](O[C:12]([O:14][C:15]([CH3:18])([CH3:17])[CH3:16])=[O:13])([O:14][C:15]([CH3:18])([CH3:17])[CH3:16])=[O:13].Cl. The catalyst is [OH-].[Na+].O1CCOCC1. The product is [C:15]([O:14][C:12]([NH:1][CH2:2][C@H:3]1[CH2:4][CH2:5][C@H:6]([C:9]([OH:11])=[O:10])[CH2:7][CH2:8]1)=[O:13])([CH3:18])([CH3:17])[CH3:16]. The yield is 1.00. (4) The reactants are [CH2:1]([C:4]1([S:7](Cl)(=[O:9])=[O:8])[CH2:6][CH2:5]1)[CH:2]=[CH2:3].[F:11][C:12]1[C:17]([F:18])=[C:16]([NH:19][C:20]2[CH:25]=[CH:24][C:23]([I:26])=[CH:22][C:21]=2[F:27])[C:15]([NH2:28])=[C:14]([CH3:29])[CH:13]=1. No catalyst specified. The product is [CH2:1]([C:4]1([S:7]([NH:28][C:15]2[C:14]([CH3:29])=[CH:13][C:12]([F:11])=[C:17]([F:18])[C:16]=2[NH:19][C:20]2[CH:25]=[CH:24][C:23]([I:26])=[CH:22][C:21]=2[F:27])(=[O:9])=[O:8])[CH2:6][CH2:5]1)[CH:2]=[CH2:3]. The yield is 0.470. (5) The reactants are [Br:1][C:2]1[C:3]([F:11])=[C:4]2[CH:10]=[CH:9][NH:8][C:5]2=[N:6][CH:7]=1.[N+:12]([O-])([OH:14])=[O:13]. No catalyst specified. The product is [Br:1][C:2]1[C:3]([F:11])=[C:4]2[C:10]([N+:12]([O-:14])=[O:13])=[CH:9][NH:8][C:5]2=[N:6][CH:7]=1. The yield is 0.760.